From a dataset of Ames mutagenicity test results for genotoxicity prediction. Regression/Classification. Given a drug SMILES string, predict its toxicity properties. Task type varies by dataset: regression for continuous values (e.g., LD50, hERG inhibition percentage) or binary classification for toxic/non-toxic outcomes (e.g., AMES mutagenicity, cardiotoxicity, hepatotoxicity). Dataset: ames. (1) The molecule is N#Cc1ccc(CCl)cc1. The result is 0 (non-mutagenic). (2) The compound is CNC(=O)/C=C(\C)OP(=O)(OC)OC. The result is 1 (mutagenic). (3) The molecule is Cc1ccc2cc3c(c4c2c1CC4)C(O)C(O)c1ccccc1-3. The result is 1 (mutagenic). (4) The drug is Cc1ccc(N)c(C)c1. The result is 1 (mutagenic). (5) The molecule is COc1c2ccoc2nc2c(O)cccc12. The result is 1 (mutagenic). (6) The molecule is O=[N+]([O-])c1ccc2[nH]c3ccccc3c2c1. The result is 1 (mutagenic).